This data is from Full USPTO retrosynthesis dataset with 1.9M reactions from patents (1976-2016). The task is: Predict the reactants needed to synthesize the given product. (1) Given the product [N:1]1([C:7]2[N:12]3[N:13]=[C:14]([NH:16][C:18]4[CH:23]=[CH:22][C:21]([N:24]5[CH:28]=[C:27]([CH3:29])[N:26]=[CH:25]5)=[C:20]([O:30][CH3:31])[CH:19]=4)[N:15]=[C:11]3[CH:10]=[CH:9][CH:8]=2)[CH2:6][CH2:5][CH2:4][CH2:3][CH2:2]1, predict the reactants needed to synthesize it. The reactants are: [N:1]1([C:7]2[N:12]3[N:13]=[C:14]([NH2:16])[N:15]=[C:11]3[CH:10]=[CH:9][CH:8]=2)[CH2:6][CH2:5][CH2:4][CH2:3][CH2:2]1.Br[C:18]1[CH:23]=[CH:22][C:21]([N:24]2[CH:28]=[C:27]([CH3:29])[N:26]=[CH:25]2)=[C:20]([O:30][CH3:31])[CH:19]=1.C(Cl)Cl. (2) Given the product [C:1]([O:5][C:6](=[O:20])[NH:7][C:8]1[CH:13]=[C:12]([C:14]([F:17])([F:16])[F:15])[C:11]([Cl:18])=[CH:10][C:9]=1[NH:19][C:26](=[O:25])[CH2:27][C:28](=[O:41])[C:29]1[CH:34]=[CH:33][CH:32]=[C:31]([C:35]2[CH:40]=[CH:39][CH:38]=[CH:37][N:36]=2)[CH:30]=1)([CH3:4])([CH3:2])[CH3:3], predict the reactants needed to synthesize it. The reactants are: [C:1]([O:5][C:6](=[O:20])[NH:7][C:8]1[CH:13]=[C:12]([C:14]([F:17])([F:16])[F:15])[C:11]([Cl:18])=[CH:10][C:9]=1[NH2:19])([CH3:4])([CH3:3])[CH3:2].C([O:25][C:26](=O)[CH2:27][C:28](=[O:41])[C:29]1[CH:34]=[CH:33][CH:32]=[C:31]([C:35]2[CH:40]=[CH:39][CH:38]=[CH:37][N:36]=2)[CH:30]=1)(C)(C)C. (3) Given the product [Br:1][C:18]1[CH:19]=[C:20]2[C:15](=[CH:16][C:17]=1[C:21]([O:23][CH2:24][CH3:25])=[O:22])[NH:14][C:13]1[N:26]=[CH:27][C:10]([CH3:9])=[CH:11][C:12]2=1, predict the reactants needed to synthesize it. The reactants are: [Br:1]N1C(=O)CCC1=O.[CH3:9][C:10]1[CH:27]=[N:26][C:13]2[NH:14][C:15]3[C:20]([C:12]=2[CH:11]=1)=[CH:19][CH:18]=[C:17]([C:21]([O:23][CH2:24][CH3:25])=[O:22])[CH:16]=3.S([O-])([O-])=O.[Na+].[Na+].C(OCC)(=O)C. (4) Given the product [Br:13][C:14]1[C:19]([NH2:20])=[CH:18][CH:17]=[CH:16][C:15]=1[O:23][CH3:24], predict the reactants needed to synthesize it. The reactants are: NC1C([N+]([O-])=O)=CC=CC=1OC.[Br:13][C:14]1[C:19]([N+:20]([O-])=O)=[CH:18][CH:17]=[CH:16][C:15]=1[O:23][CH3:24].N([O-])=O.[Na+].OS(O)(=O)=O.Br. (5) The reactants are: [F:1][C:2]1[CH:3]=[C:4]([C:13]2[CH:14]=[C:15]([CH:20]=[CH:21][N:22]=2)[C:16]([O:18][CH3:19])=[O:17])[CH:5]=[C:6]([F:12])[C:7]=1[C:8]([F:11])([F:10])[F:9].[ClH:23]. Given the product [ClH:23].[F:12][C:6]1[CH:5]=[C:4]([CH:13]2[CH2:14][CH:15]([C:16]([O:18][CH3:19])=[O:17])[CH2:20][CH2:21][NH:22]2)[CH:3]=[C:2]([F:1])[C:7]=1[C:8]([F:11])([F:9])[F:10], predict the reactants needed to synthesize it. (6) Given the product [CH2:45]([O:44][C:38]1[CH:39]=[CH:40][C:41]([Cl:43])=[CH:42][C:37]=1[C:35]1[N:34]([C:52]2[CH:53]=[C:54]([CH:58]=[CH:59][CH:60]=2)[C:55]([OH:57])=[O:56])[N:33]=[CH:32][CH:36]=1)[C:46]1[CH:47]=[CH:48][CH:49]=[CH:50][CH:51]=1, predict the reactants needed to synthesize it. The reactants are: C(OC1C=CC=CC=1C1N(C2C=C(C=CC=2)C(O)=O)N=CC=1)C1C=CC=CC=1.C([C:32]1[CH:36]=[C:35]([C:37]2[CH:42]=[C:41]([Cl:43])[CH:40]=[CH:39][C:38]=2[O:44][CH2:45][C:46]2[CH:51]=[CH:50][CH:49]=[CH:48][CH:47]=2)[N:34]([C:52]2[CH:53]=[C:54]([CH:58]=[CH:59][CH:60]=2)[C:55]([OH:57])=[O:56])[N:33]=1)(O)=O. (7) Given the product [Cl:1][C:2]1[CH:8]=[C:6]([NH2:7])[C:5]([NH2:9])=[CH:4][C:3]=1[C:12]1[CH:13]=[CH:14][C:15]([Cl:18])=[CH:16][CH:17]=1, predict the reactants needed to synthesize it. The reactants are: [Cl:1][C:2]1[C:3]([C:12]2[CH:17]=[CH:16][C:15]([Cl:18])=[CH:14][CH:13]=2)=[CH:4][C:5]([N+:9]([O-])=O)=[C:6]([CH:8]=1)[NH2:7].Cl. (8) Given the product [CH3:1][N:2]([CH2:4][CH2:5][C:6]1[C:10]2[CH:11]=[C:12]([CH2:15][S:16]([N:19]3[CH2:23][CH2:22][CH2:21][CH2:20]3)(=[O:18])=[O:17])[CH:13]=[CH:14][C:9]=2[NH:8][CH:7]=1)[CH3:3].[CH2:27]([C:28]([OH:30])=[O:29])[CH:25]([OH:26])[C:24]([OH:32])=[O:31], predict the reactants needed to synthesize it. The reactants are: [CH3:1][N:2]([CH2:4][CH2:5][C:6]1[C:10]2[CH:11]=[C:12]([CH2:15][S:16]([N:19]3[CH2:23][CH2:22][CH2:21][CH2:20]3)(=[O:18])=[O:17])[CH:13]=[CH:14][C:9]=2[NH:8][CH:7]=1)[CH3:3].[C:24]([OH:32])(=[O:31])[CH:25]([CH2:27][C:28]([OH:30])=[O:29])[OH:26].